Dataset: Peptide-MHC class II binding affinity with 134,281 pairs from IEDB. Task: Regression. Given a peptide amino acid sequence and an MHC pseudo amino acid sequence, predict their binding affinity value. This is MHC class II binding data. (1) The peptide sequence is CDDALIEGITLLNAK. The MHC is DRB1_0301 with pseudo-sequence DRB1_0301. The binding affinity (normalized) is 0.398. (2) The peptide sequence is LVVAVGLRVVCA. The MHC is DRB1_0404 with pseudo-sequence DRB1_0404. The binding affinity (normalized) is 0.0682. (3) The peptide sequence is IAKVPPGPNITATYG. The MHC is DRB4_0101 with pseudo-sequence DRB4_0103. The binding affinity (normalized) is 0.162.